This data is from Human liver microsome stability data. The task is: Regression/Classification. Given a drug SMILES string, predict its absorption, distribution, metabolism, or excretion properties. Task type varies by dataset: regression for continuous measurements (e.g., permeability, clearance, half-life) or binary classification for categorical outcomes (e.g., BBB penetration, CYP inhibition). Dataset: hlm. (1) The drug is N#Cc1ccc2c(c1)nc(O)n2C12CC(c3nnc(-c4ccncn4)n3-c3ccccc3Cl)(C1)C2. The result is 1 (stable in human liver microsomes). (2) The compound is Cc1ccc(Nc2nc(-c3cc(C(F)(F)F)ccc3F)co2)cc1. The result is 1 (stable in human liver microsomes). (3) The molecule is CN1CCN(C(=O)c2cn(Cc3cncn3Cc3ccc4c(c3)OCO4)cc2-c2cccc3ccccc23)CC1. The result is 0 (unstable in human liver microsomes). (4) The drug is CC(=O)O[C@@]12CO[C@@H]1C[C@H](O)[C@@]1(C)C(=O)[C@H](O)C3=C(C)[C@@H](OC(=O)[C@H](O)[C@@H](NC(=O)OC(C)(C)C(F)(F)F)c4ccc(F)cc4)C[C@@](O)([C@@H](CC(=O)c4ccccc4)[C@H]21)C3(C)C. The result is 0 (unstable in human liver microsomes). (5) The compound is Cc1c2c(n3c1CCCN1CC[C@H](CNc4cc-3ccc4C(N)=O)C1)CC(C)(C)CC2=O. The result is 1 (stable in human liver microsomes). (6) The drug is Cc1ccc2c(c1)n(C)c(=N)n2CCOc1ccc(Cl)cc1. The result is 0 (unstable in human liver microsomes). (7) The drug is CCCCCN(C(=O)Nc1ccc(N(C)C)cc1)C1Cc2ccc(SC(C)(C)C(=O)O)cc2C1. The result is 0 (unstable in human liver microsomes). (8) The compound is CC(=O)O[C@H]1C[C@H]2[C@@H]([C@H](OC(C)=O)C[C@@H]3C[C@H](N(C)C)CC[C@@]32C)[C@@H]2CC[C@H]([C@H](C)CCCN(C)CCCNc3ccnc4cc(Cl)ccc34)[C@@]12C. The result is 0 (unstable in human liver microsomes).